Task: Predict the reaction yield, written as a fraction of the theoretical maximum amount of product (1.0 means a 100% yield; for example, 0.34 means a 34% yield).. Dataset: Reaction yield outcomes from USPTO patents with 853,638 reactions (1) The reactants are Br[C:2]1[C:3]([O:18][C:19]2[CH:24]=[CH:23][CH:22]=[CH:21][C:20]=2[F:25])=[C:4]2[C:9](=[CH:10][CH:11]=1)[N:8]([C:12]([CH:14]1[CH2:16][CH2:15]1)=[O:13])[C@@H:7]([CH3:17])[CH2:6][CH2:5]2.BrC1C(OC2C=CC=CC=2F)=C2C(=CC=1)N(C(=O)C)[C@@H](C)CC2.[B:49]1([B:49]2[O:53][C:52]([CH3:55])([CH3:54])[C:51]([CH3:57])([CH3:56])[O:50]2)[O:53][C:52]([CH3:55])([CH3:54])[C:51]([CH3:57])([CH3:56])[O:50]1.C([O-])(=O)C.[K+]. The catalyst is O1CCOCC1.C(OCC)(=O)C.C1C=CC(P(C2C=CC=CC=2)[C-]2C=CC=C2)=CC=1.C1C=CC(P(C2C=CC=CC=2)[C-]2C=CC=C2)=CC=1.Cl[Pd]Cl.[Fe+2].ClCCl. The product is [CH:14]1([C:12]([N:8]2[C:9]3[C:4](=[C:3]([O:18][C:19]4[CH:24]=[CH:23][CH:22]=[CH:21][C:20]=4[F:25])[C:2]([B:49]4[O:53][C:52]([CH3:55])([CH3:54])[C:51]([CH3:57])([CH3:56])[O:50]4)=[CH:11][CH:10]=3)[CH2:5][CH2:6][C@@H:7]2[CH3:17])=[O:13])[CH2:16][CH2:15]1. The yield is 0.460. (2) The reactants are [C:1]([C:3]1([C:8](OC)=[O:9])[CH2:7][CH2:6][CH2:5][CH2:4]1)#[N:2].[BH4-].[Li+]. The product is [OH:9][CH2:8][C:3]1([C:1]#[N:2])[CH2:7][CH2:6][CH2:5][CH2:4]1. The yield is 0.950. The catalyst is C1COCC1. (3) The reactants are [NH2:1][C:2]1[C:10]2[C:5](=[CH:6][CH:7]=[CH:8][CH:9]=2)[C:4](=[O:11])[N:3]=1.[CH:12]1([CH2:15][CH2:16][NH:17][C:18]([C:20]2[N:21]=[N:22][C:23]([N:26]3[CH2:31][CH2:30]N[CH2:28][CH2:27]3)=[CH:24][CH:25]=2)=[O:19])[CH2:14][CH2:13]1. The catalyst is C(O)C. The product is [CH:12]1([CH2:15][CH2:16][NH:17][C:18]([C:20]2[N:21]=[N:22][C:23]([N:26]3[CH2:27][CH2:28][N:1]([C:2]4[C:10]5[C:5](=[CH:6][CH:7]=[CH:8][CH:9]=5)[C:4](=[O:11])[N:3]=4)[CH2:30][CH2:31]3)=[CH:24][CH:25]=2)=[O:19])[CH2:14][CH2:13]1. The yield is 0.400. (4) The reactants are [CH3:1][C:2]1[CH:3]=[C:4]([C:18]([O:20][CH3:21])=[O:19])[C:5]([C:8]2[CH:13]=[CH:12][CH:11]=[C:10]([C:14]([O:16][CH3:17])=[O:15])[CH:9]=2)=[CH:6][CH:7]=1.C1C(=O)N([Br:29])C(=O)C1. The catalyst is C(Cl)(Cl)(Cl)Cl.C(OOC(=O)C1C=CC=CC=1)(=O)C1C=CC=CC=1. The product is [Br:29][CH2:1][C:2]1[CH:3]=[C:4]([C:18]([O:20][CH3:21])=[O:19])[C:5]([C:8]2[CH:13]=[CH:12][CH:11]=[C:10]([C:14]([O:16][CH3:17])=[O:15])[CH:9]=2)=[CH:6][CH:7]=1. The yield is 0.600. (5) The reactants are Cl[C:2]1[CH:7]=[C:6]([Cl:8])[N:5]=[CH:4][N:3]=1.[Br:9][C:10]1[CH:11]=[C:12]([CH:14]=[CH:15][CH:16]=1)[NH2:13].C(N(CC)C(C)C)(C)C.C(OCC)C. The catalyst is C(O)C. The product is [Cl:8][C:6]1[N:5]=[CH:4][N:3]=[C:2]([NH:13][C:12]2[CH:14]=[CH:15][CH:16]=[C:10]([Br:9])[CH:11]=2)[CH:7]=1. The yield is 0.620.